From a dataset of NCI-60 drug combinations with 297,098 pairs across 59 cell lines. Regression. Given two drug SMILES strings and cell line genomic features, predict the synergy score measuring deviation from expected non-interaction effect. Drug 1: CC1=CC=C(C=C1)C2=CC(=NN2C3=CC=C(C=C3)S(=O)(=O)N)C(F)(F)F. Drug 2: C1CN1P(=S)(N2CC2)N3CC3. Cell line: NCIH23. Synergy scores: CSS=6.35, Synergy_ZIP=-7.86, Synergy_Bliss=-0.846, Synergy_Loewe=-0.817, Synergy_HSA=-0.449.